This data is from Full USPTO retrosynthesis dataset with 1.9M reactions from patents (1976-2016). The task is: Predict the reactants needed to synthesize the given product. (1) Given the product [CH2:1]([C:3]1([C:11]2[CH:16]=[CH:15][CH:14]=[C:13]([O:17][CH2:24][C:25]3[CH:30]=[CH:29][CH:28]=[CH:27][CH:26]=3)[CH:12]=2)[CH2:9][CH2:8][CH2:7][CH2:6][NH:5][C:4]1=[O:10])[CH3:2], predict the reactants needed to synthesize it. The reactants are: [CH2:1]([C:3]1([C:11]2[CH:16]=[CH:15][CH:14]=[C:13]([OH:17])[CH:12]=2)[CH2:9][CH2:8][CH2:7][CH2:6][NH:5][C:4]1=[O:10])[CH3:2].C([O-])([O-])=O.[Cs+].[Cs+].[CH2:24](Br)[C:25]1[CH:30]=[CH:29][CH:28]=[CH:27][CH:26]=1. (2) Given the product [Br:17][C:18]1[CH:19]=[N:20][C:21]([N:14]2[CH2:15][CH2:16][N:11]([S:8]([C:2]3[CH:7]=[CH:6][CH:5]=[CH:4][CH:3]=3)(=[O:10])=[O:9])[CH2:12][CH2:13]2)=[N:22][CH:23]=1, predict the reactants needed to synthesize it. The reactants are: Cl.[C:2]1([S:8]([N:11]2[CH2:16][CH2:15][NH:14][CH2:13][CH2:12]2)(=[O:10])=[O:9])[CH:7]=[CH:6][CH:5]=[CH:4][CH:3]=1.[Br:17][C:18]1[CH:19]=[N:20][C:21](Cl)=[N:22][CH:23]=1.O1CCOCC1.C(N(CC)CC)C. (3) Given the product [CH3:7][C:8]1[C:16]([C:17]([OH:3])=[O:1])=[CH:15][CH:14]=[C:13]2[C:9]=1[CH:10]=[N:11][NH:12]2, predict the reactants needed to synthesize it. The reactants are: [OH2:1].S(=O)(=O)(O)[OH:3].[CH3:7][C:8]1[C:16]([C:17]#N)=[CH:15][CH:14]=[C:13]2[C:9]=1[CH:10]=[N:11][NH:12]2. (4) Given the product [Cl:1][C:2]1[N:3]=[C:4]([N:13]2[CH2:18][CH2:17][O:16][CH2:15][CH2:14]2)[C:5]2[S:10][C:9]([CH2:11][N:27]3[CH2:28][CH2:29][N:24]([S:21]([CH3:20])(=[O:22])=[O:23])[C:25]([CH3:31])([CH3:30])[CH2:26]3)=[CH:8][C:6]=2[N:7]=1, predict the reactants needed to synthesize it. The reactants are: [Cl:1][C:2]1[N:3]=[C:4]([N:13]2[CH2:18][CH2:17][O:16][CH2:15][CH2:14]2)[C:5]2[S:10][C:9]([CH:11]=O)=[CH:8][C:6]=2[N:7]=1.Cl.[CH3:20][S:21]([N:24]1[CH2:29][CH2:28][NH:27][CH2:26][C:25]1([CH3:31])[CH3:30])(=[O:23])=[O:22]. (5) Given the product [Cl:1][C:2]1[C:7]([N+:8]([O-:10])=[O:9])=[C:6]([NH:21][CH2:22][C:23]([CH3:25])([NH2:26])[CH3:24])[C:5]([CH3:12])=[C:4]([CH3:13])[N:3]=1, predict the reactants needed to synthesize it. The reactants are: [Cl:1][C:2]1[C:7]([N+:8]([O-:10])=[O:9])=[C:6](Cl)[C:5]([CH3:12])=[C:4]([CH3:13])[N:3]=1.C(N(CC)CC)C.[NH2:21][CH2:22][C:23]([NH2:26])([CH3:25])[CH3:24].CO.C(Cl)(Cl)Cl. (6) Given the product [N+:9]([CH2:12][CH2:13][C:14]1[CH:27]=[CH:26][C:17]([CH2:18][O:19][C:20]2[CH:25]=[CH:24][CH:23]=[CH:22][N:21]=2)=[CH:16][CH:15]=1)([O-:11])=[O:10], predict the reactants needed to synthesize it. The reactants are: CS(C)=O.C(O)(=O)C.[N+:9](/[CH:12]=[CH:13]/[C:14]1[CH:27]=[CH:26][C:17]([CH2:18][O:19][C:20]2[CH:25]=[CH:24][CH:23]=[CH:22][N:21]=2)=[CH:16][CH:15]=1)([O-:11])=[O:10].[BH4-].[Na+]. (7) Given the product [CH3:1][C:2]1([CH3:17])[CH2:7][CH2:6][CH2:5][CH:4]([S:8][C:9]2[CH:10]=[CH:11][C:12]([CH2:13][NH2:14])=[CH:15][CH:16]=2)[CH2:3]1, predict the reactants needed to synthesize it. The reactants are: [CH3:1][C:2]1([CH3:17])[CH2:7][CH2:6][CH2:5][CH:4]([S:8][C:9]2[CH:16]=[CH:15][C:12]([C:13]#[N:14])=[CH:11][CH:10]=2)[CH2:3]1.N. (8) Given the product [N:5]1[C:6]2[CH:7]=[CH:8][CH:9]=[CH:10][C:11]=2[NH:12][CH:4]=1.[CH3:61][O:63][C:64]([N:48]=[C:47]([C:49]1[CH:54]=[CH:53][CH:52]=[CH:51][C:50]=1[C:55]1[CH:60]=[CH:59][CH:58]=[CH:57][CH:56]=1)[O:46][CH2:44][CH3:45])=[O:65], predict the reactants needed to synthesize it. The reactants are: CCO[C:4]1[N:12](CC2C=CC(C3C=CC=CC=3C3N=C(O)ON=3)=CC=2)[C:11]2[C:10](C(O)=O)=[CH:9][CH:8]=[CH:7][C:6]=2[N:5]=1.N1C2C=CC=CC=2NC=1.[CH2:44]([O:46][C:47]([C:49]1[CH:54]=[CH:53][CH:52]=[CH:51][C:50]=1[C:55]1[CH:60]=[CH:59][CH:58]=[CH:57][CH:56]=1)=[NH:48])[CH3:45].[CH2:61]([O:63][C:64](Cl)=[O:65])C.CC1C=CC=C(C)N=1. (9) Given the product [CH3:29][C:2]1([CH3:1])[O:7][CH2:6][CH2:5][N:4]([C:8]([N:10]2[CH2:15][CH:14]([C:16]3[CH:17]=[CH:18][C:19]([C:22]([F:23])([F:24])[F:25])=[CH:20][CH:21]=3)[CH2:13][CH:12]([C:26]3[O:27][N:36]=[C:32]([CH:33]([CH3:35])[CH3:34])[N:31]=3)[CH2:11]2)=[O:9])[CH2:3]1, predict the reactants needed to synthesize it. The reactants are: [CH3:1][C:2]1([CH3:29])[O:7][CH2:6][CH2:5][N:4]([C:8]([N:10]2[CH2:15][CH:14]([C:16]3[CH:21]=[CH:20][C:19]([C:22]([F:25])([F:24])[F:23])=[CH:18][CH:17]=3)[CH2:13][CH:12]([C:26](O)=[O:27])[CH2:11]2)=[O:9])[CH2:3]1.O[N:31]=[C:32]([NH2:36])[CH:33]([CH3:35])[CH3:34]. (10) Given the product [F:31][C:32]1[C:33]([NH:50][C:51]2[CH:56]=[CH:55][C:54]([I:57])=[CH:53][C:52]=2[F:58])=[C:34]([CH:42]=[C:43]([CH2:46][N:47]([O:48][CH3:49])[C:4](=[O:6])[CH2:3][O:2][CH3:1])[C:44]=1[F:45])[C:35]([NH:37][O:38][CH2:39][CH2:40][OH:41])=[O:36], predict the reactants needed to synthesize it. The reactants are: [CH3:1][O:2][CH2:3][C:4]([OH:6])=O.ON1C(=O)C2C=CC=CC=2N=N1.Cl.CN(C)CCCN=C=NCC.[F:31][C:32]1[C:33]([NH:50][C:51]2[CH:56]=[CH:55][C:54]([I:57])=[CH:53][C:52]=2[F:58])=[C:34]([CH:42]=[C:43]([CH2:46][NH:47][O:48][CH3:49])[C:44]=1[F:45])[C:35]([NH:37][O:38][CH2:39][CH2:40][OH:41])=[O:36].C(N(CC)CC)C.